Dataset: Catalyst prediction with 721,799 reactions and 888 catalyst types from USPTO. Task: Predict which catalyst facilitates the given reaction. (1) Reactant: [NH2:1][C:2]1[CH:3]=[C:4]([CH:7]=[C:8]([CH:11]2[CH2:16][CH2:15][NH:14][CH2:13][CH2:12]2)[C:9]=1[Cl:10])[C:5]#[N:6].CCN(CC)CC.[C:24](O[C:24]([O:26][C:27]([CH3:30])([CH3:29])[CH3:28])=[O:25])([O:26][C:27]([CH3:30])([CH3:29])[CH3:28])=[O:25]. Product: [NH2:1][C:2]1[C:9]([Cl:10])=[C:8]([CH:11]2[CH2:16][CH2:15][N:14]([C:24]([O:26][C:27]([CH3:30])([CH3:29])[CH3:28])=[O:25])[CH2:13][CH2:12]2)[CH:7]=[C:4]([C:5]#[N:6])[CH:3]=1. The catalyst class is: 2. (2) Reactant: [CH2:1]([C:3]1[N:13]([CH2:14][C:15]2[CH:20]=[CH:19][C:18]([NH2:21])=[CH:17][CH:16]=2)[C:6]2=[N:7][C:8]([CH3:12])=[CH:9][C:10]([CH3:11])=[C:5]2[N:4]=1)[CH3:2].[Cl:22][CH2:23][CH2:24][CH2:25][CH2:26][C:27](O)=[O:28].CCN=C=NCCCN(C)C.Cl.CCN(C(C)C)C(C)C. Product: [CH2:1]([C:3]1[N:13]([CH2:14][C:15]2[CH:16]=[CH:17][C:18]([NH:21][C:27](=[O:28])[CH2:26][CH2:25][CH2:24][CH2:23][Cl:22])=[CH:19][CH:20]=2)[C:6]2=[N:7][C:8]([CH3:12])=[CH:9][C:10]([CH3:11])=[C:5]2[N:4]=1)[CH3:2]. The catalyst class is: 2. (3) The catalyst class is: 14. Product: [NH2:36][C:37]1[C:42]([C:43]#[N:44])=[C:41]([C:2]2[CH:7]=[CH:6][CH:5]=[CH:4][CH:3]=2)[C:40]([C:45]#[N:46])=[C:39]([O:34][CH2:33][CH:31]([OH:32])[CH2:30][OH:29])[N:38]=1. Reactant: N[C:2]1[CH:7]=[CH:6][CH:5]=[C:4](OCC2COC(C)(C)O2)[C:3]=1C1C(C#N)=CC(C#N)=CN=1.CC1(C)[O:32][CH:31]([CH2:33][OH:34])[CH2:30][O:29]1.[NH2:36][C:37]1[C:42]([C:43]#[N:44])=[CH:41][C:40]([C:45]#[N:46])=[C:39](Cl)[N:38]=1.Cl. (4) Reactant: [NH2:1][C:2]1[CH:7]=[C:6]([S:8]([CH:11]([CH3:13])[CH3:12])(=[O:10])=[O:9])[CH:5]=[CH:4][C:3]=1[NH:14][CH2:15][CH:16]1[CH2:18][CH2:17]1.[C:19]([CH2:23][C:24](Cl)=O)([CH3:22])([CH3:21])[CH3:20].O.C1(C)C=CC(S(O)(=O)=O)=CC=1.N. Product: [CH:16]1([CH2:15][N:14]2[C:3]3[CH:4]=[CH:5][C:6]([S:8]([CH:11]([CH3:13])[CH3:12])(=[O:9])=[O:10])=[CH:7][C:2]=3[N:1]=[C:24]2[CH2:23][C:19]([CH3:22])([CH3:21])[CH3:20])[CH2:18][CH2:17]1. The catalyst class is: 84. (5) Reactant: [Cl:1][C:2]1[CH:3]=[C:4]([C:9]2([C:25]([F:28])([F:27])[F:26])[O:13][N:12]=[C:11]([C:14]3[CH:23]=[CH:22][C:17]([C:18]([NH:20][OH:21])=[NH:19])=[C:16]([CH3:24])[CH:15]=3)[CH2:10]2)[CH:5]=[C:6]([Cl:8])[CH:7]=1.[C:29](Cl)(=O)[CH3:30].O.CCOC(C)=O. Product: [Cl:1][C:2]1[CH:3]=[C:4]([C:9]2([C:25]([F:26])([F:28])[F:27])[O:13][N:12]=[C:11]([C:14]3[CH:23]=[CH:22][C:17]([C:18]4[N:19]=[C:29]([CH3:30])[O:21][N:20]=4)=[C:16]([CH3:24])[CH:15]=3)[CH2:10]2)[CH:5]=[C:6]([Cl:8])[CH:7]=1. The catalyst class is: 17. (6) Reactant: [CH3:1][N:2]1[C:10]2[C:5](=[CH:6][CH:7]=[CH:8][CH:9]=2)[C:4]([CH2:11][N:12]2[CH2:17][CH2:16][CH2:15][C:14]3([NH:22][C:21](=[O:23])[C:20]4[CH:24]=[C:25](/[CH:28]=[CH:29]/[C:30](O)=[O:31])[CH:26]=[CH:27][C:19]=4[O:18]3)[CH2:13]2)=[CH:3]1.C(Cl)CCl.C1C=CC2N(O)N=NC=2C=1.[NH2:47][O:48][CH:49]1[CH2:54][CH2:53][CH2:52][CH2:51][O:50]1. Product: [CH3:1][N:2]1[C:10]2[C:5](=[CH:6][CH:7]=[CH:8][CH:9]=2)[C:4]([CH2:11][N:12]2[CH2:17][CH2:16][CH2:15][C:14]3([NH:22][C:21](=[O:23])[C:20]4[CH:24]=[C:25](/[CH:28]=[CH:29]/[C:30]([NH:47][O:48][CH:49]5[CH2:54][CH2:53][CH2:52][CH2:51][O:50]5)=[O:31])[CH:26]=[CH:27][C:19]=4[O:18]3)[CH2:13]2)=[CH:3]1. The catalyst class is: 2.